From a dataset of Reaction yield outcomes from USPTO patents with 853,638 reactions. Predict the reaction yield, written as a fraction of the theoretical maximum amount of product (1.0 means a 100% yield; for example, 0.34 means a 34% yield). The reactants are [F:1][C:2]1[C:10]([F:11])=[CH:9][C:8]([I:12])=[CH:7][C:3]=1[C:4]([OH:6])=O.S(Cl)(Cl)=O.C[N:18]([CH3:26])[CH:19]=[CH:20][C:21]([O:23][CH2:24][CH3:25])=[O:22].C(N(CC)CC)C.N[CH:35]([OH:37])C. The catalyst is C1(C)C=CC=CC=1.C1COCC1.O.CN(C=O)C. The product is [F:1][C:2]1[C:10]([F:11])=[CH:9][C:8]([I:12])=[CH:7][C:3]=1[C:4]([C:20](=[CH:19][NH:18][CH2:26][CH2:35][OH:37])[C:21]([O:23][CH2:24][CH3:25])=[O:22])=[O:6]. The yield is 0.850.